This data is from Forward reaction prediction with 1.9M reactions from USPTO patents (1976-2016). The task is: Predict the product of the given reaction. Given the reactants [CH2:1]([N:8]1[C:16]2[C:11](=[CH:12][CH:13]=[C:14]([Cl:17])[CH:15]=2)[C:10]([O:18][C:19]2[CH:20]=[C:21]([CH2:25][C:26]#[N:27])[CH:22]=[CH:23][CH:24]=2)=[C:9]1[CH3:28])[C:2]1[CH:7]=[CH:6][CH:5]=[CH:4][CH:3]=1.[N:29]([Si](C)(C)C)=[N+:30]=[N-:31].C([Sn](=O)CCCC)CCC, predict the reaction product. The product is: [CH2:1]([N:8]1[C:16]2[C:11](=[CH:12][CH:13]=[C:14]([Cl:17])[CH:15]=2)[C:10]([O:18][C:19]2[CH:24]=[CH:23][CH:22]=[C:21]([CH2:25][C:26]3[N:29]=[N:30][NH:31][N:27]=3)[CH:20]=2)=[C:9]1[CH3:28])[C:2]1[CH:7]=[CH:6][CH:5]=[CH:4][CH:3]=1.